Dataset: Reaction yield outcomes from USPTO patents with 853,638 reactions. Task: Predict the reaction yield, written as a fraction of the theoretical maximum amount of product (1.0 means a 100% yield; for example, 0.34 means a 34% yield). (1) The reactants are [NH2:1][C:2]1[N:7]=[C:6]([NH2:8])[C:5]([CH2:9][C:10]2[CH:23]=[C:22]([O:24][CH3:25])[C:13]([O:14][CH2:15][CH2:16][CH2:17][CH2:18][C:19]([OH:21])=O)=[C:12]([O:26][CH3:27])[CH:11]=2)=[CH:4][N:3]=1.C(Cl)CCl.C1C=CC2N(O)N=NC=2C=1.[NH2:42][CH2:43][CH2:44][O:45][CH2:46][CH2:47][NH:48][C:49]([C:51]12[CH2:60][CH:55]3[CH2:56][CH:57]([CH2:59][CH:53]([CH2:54]3)[CH2:52]1)[CH2:58]2)=[O:50].CCN(CC)CC. The catalyst is CCOC(C)=O.CN(C=O)C. The product is [NH2:1][C:2]1[N:7]=[C:6]([NH2:8])[C:5]([CH2:9][C:10]2[CH:23]=[C:22]([O:24][CH3:25])[C:13]([O:14][CH2:15][CH2:16][CH2:17][CH2:18][C:19]([NH:42][CH2:43][CH2:44][O:45][CH2:46][CH2:47][NH:48][C:49]([C:51]34[CH2:52][CH:53]5[CH2:59][CH:57]([CH2:56][CH:55]([CH2:54]5)[CH2:60]3)[CH2:58]4)=[O:50])=[O:21])=[C:12]([O:26][CH3:27])[CH:11]=2)=[CH:4][N:3]=1. The yield is 0.450. (2) The yield is 0.370. The reactants are [F:1][C:2]1[CH:13]=[CH:12][C:5]([CH2:6][NH:7][CH2:8][CH:9]([CH3:11])[CH3:10])=[CH:4][CH:3]=1.N1C=CC=CC=1.[CH3:20][S:21]([N:24]1[CH2:29][CH2:28][CH:27]([O:30][C:31]2[CH:32]=[CH:33][C:34]([S:37](Cl)(=[O:39])=[O:38])=[N:35][CH:36]=2)[CH2:26][CH2:25]1)(=[O:23])=[O:22]. The catalyst is C(Cl)Cl. The product is [F:1][C:2]1[CH:3]=[CH:4][C:5]([CH2:6][N:7]([CH2:8][CH:9]([CH3:11])[CH3:10])[S:37]([C:34]2[CH:33]=[CH:32][C:31]([O:30][CH:27]3[CH2:28][CH2:29][N:24]([S:21]([CH3:20])(=[O:22])=[O:23])[CH2:25][CH2:26]3)=[CH:36][N:35]=2)(=[O:38])=[O:39])=[CH:12][CH:13]=1. (3) The reactants are [O:1]1[CH2:6][CH2:5][CH2:4][CH2:3][CH:2]1[O:7][CH2:8][C:9]1[S:13][CH:12]=[N:11][CH:10]=1.CCCCCC.C([Li])CCC.CN(C)[CH:27]=[O:28].C(O)(=O)CC(CC(O)=O)(C(O)=O)O. The catalyst is O1CCCC1. The product is [O:1]1[CH2:6][CH2:5][CH2:4][CH2:3][CH:2]1[O:7][CH2:8][C:9]1[S:13][C:12]([CH:27]=[O:28])=[N:11][CH:10]=1. The yield is 0.820. (4) The reactants are [NH2:1][C:2]1[CH:7]=[CH:6][CH:5]=[CH:4][C:3]=1[SH:8].[N+:9]([C:12]1[CH:20]=[CH:19][C:15]([C:16](Cl)=O)=[CH:14][CH:13]=1)([O-:11])=[O:10]. The catalyst is C1C=CC=CC=1. The product is [N+:9]([C:12]1[CH:20]=[CH:19][C:15]([C:16]2[S:8][C:3]3[CH:4]=[CH:5][CH:6]=[CH:7][C:2]=3[N:1]=2)=[CH:14][CH:13]=1)([O-:11])=[O:10]. The yield is 0.730. (5) The reactants are [Cl:1][C:2]1[CH:3]=[C:4]([C:10]2[CH:14]=[CH:13][N:12]([CH2:15][C@H:16]([NH:18][C:19]([C:21]3[NH:25][C:24]([CH2:26][NH:27]C(=O)OC(C)(C)C)=[N:23][CH:22]=3)=[O:20])[CH3:17])[N:11]=2)[CH:5]=[CH:6][C:7]=1[C:8]#[N:9].Cl. The catalyst is CCO. The product is [NH2:27][CH2:26][C:24]1[NH:25][C:21]([C:19]([NH:18][C@H:16]([CH3:17])[CH2:15][N:12]2[CH:13]=[CH:14][C:10]([C:4]3[CH:5]=[CH:6][C:7]([C:8]#[N:9])=[C:2]([Cl:1])[CH:3]=3)=[N:11]2)=[O:20])=[CH:22][N:23]=1. The yield is 0.650.